Dataset: Forward reaction prediction with 1.9M reactions from USPTO patents (1976-2016). Task: Predict the product of the given reaction. (1) Given the reactants Cl.[C:2]12([CH2:12][CH2:13][NH2:14])[CH2:11][CH:6]3[CH2:7][CH:8]([CH2:10][CH:4]([CH2:5]3)[CH2:3]1)[CH2:9]2, predict the reaction product. The product is: [C:2]12([CH2:12][CH2:13][NH2:14])[CH2:9][CH:8]3[CH2:7][CH:6]([CH2:5][CH:4]([CH2:10]3)[CH2:3]1)[CH2:11]2. (2) Given the reactants [CH3:1][S:2]([C:5]1[CH:10]=[CH:9][C:8]([C:11]2[N:16]3[N:17]=[C:18]([NH2:20])[N:19]=[C:15]3[CH:14]=[CH:13][CH:12]=2)=[CH:7][CH:6]=1)(=[O:4])=[O:3].Br[C:22]1[CH:23]=[C:24]([CH:34]=[CH:35][CH:36]=1)[CH2:25][N:26]1[CH2:31][CH2:30][S:29](=[O:33])(=[O:32])[CH2:28][CH2:27]1.C1(P(C2CCCCC2)C2C=CC=CC=2C2C=CC=CC=2P(C2CCCCC2)C2CCCCC2)CCCCC1, predict the reaction product. The product is: [O:33]=[S:29]1(=[O:32])[CH2:30][CH2:31][N:26]([CH2:25][C:24]2[CH:23]=[C:22]([NH:20][C:18]3[N:19]=[C:15]4[CH:14]=[CH:13][CH:12]=[C:11]([C:8]5[CH:9]=[CH:10][C:5]([S:2]([CH3:1])(=[O:3])=[O:4])=[CH:6][CH:7]=5)[N:16]4[N:17]=3)[CH:36]=[CH:35][CH:34]=2)[CH2:27][CH2:28]1.